This data is from Forward reaction prediction with 1.9M reactions from USPTO patents (1976-2016). The task is: Predict the product of the given reaction. (1) Given the reactants [C:1]([O:5][C:6](=[O:22])[NH:7][C:8]1[CH:13]=[CH:12][C:11]([C:14]2[CH:19]=[CH:18][CH:17]=[CH:16][C:15]=2[CH3:20])=[CH:10][C:9]=1[NH2:21])([CH3:4])([CH3:3])[CH3:2].[Cl:23][C:24]1[CH:28]=[CH:27][S:26][C:25]=1[C:29]1[O:34]C(C)(C)[O:32][C:31](=O)[CH:30]=1, predict the reaction product. The product is: [C:1]([O:5][C:6](=[O:22])[NH:7][C:8]1[CH:13]=[CH:12][C:11]([C:14]2[CH:19]=[CH:18][CH:17]=[CH:16][C:15]=2[CH3:20])=[CH:10][C:9]=1[NH:21][C:31](=[O:32])[CH2:30][C:29]([C:25]1[S:26][CH:27]=[CH:28][C:24]=1[Cl:23])=[O:34])([CH3:4])([CH3:2])[CH3:3]. (2) Given the reactants [N+:1]([C:4]1[CH:5]=[C:6]([CH:10]=[CH:11][C:12]=1[N+:13]([O-:15])=[O:14])[C:7](Cl)=[O:8])([O-:3])=[O:2].[NH2:16][C:17]1[CH:22]=[C:21]([C:23]([F:26])([F:25])[F:24])[CH:20]=[CH:19][N:18]=1, predict the reaction product. The product is: [N+:1]([C:4]1[CH:5]=[C:6]([CH:10]=[CH:11][C:12]=1[N+:13]([O-:15])=[O:14])[C:7]([NH:16][C:17]1[CH:22]=[C:21]([C:23]([F:25])([F:24])[F:26])[CH:20]=[CH:19][N:18]=1)=[O:8])([O-:3])=[O:2]. (3) Given the reactants [CH:1]1([CH2:4][O:5][C:6]2[CH:11]=[C:10]([F:12])[C:9]([CH3:13])=[CH:8][C:7]=2[C:14]2[C:15]3[N:22]([CH2:23][O:24][CH2:25][CH2:26][Si:27]([CH3:30])([CH3:29])[CH3:28])[C:21]([CH3:31])=[C:20]([C:32]([OH:34])=O)[C:16]=3[N:17]=[CH:18][N:19]=2)[CH2:3][CH2:2]1.[NH2:35][C@@H:36]1[CH2:41][CH2:40][N:39]([C:42]([O:44][C:45]([CH3:48])([CH3:47])[CH3:46])=[O:43])[CH2:38][C@H:37]1[OH:49], predict the reaction product. The product is: [CH:1]1([CH2:4][O:5][C:6]2[CH:11]=[C:10]([F:12])[C:9]([CH3:13])=[CH:8][C:7]=2[C:14]2[C:15]3[N:22]([CH2:23][O:24][CH2:25][CH2:26][Si:27]([CH3:28])([CH3:29])[CH3:30])[C:21]([CH3:31])=[C:20]([C:32]([NH:35][C@@H:36]4[CH2:41][CH2:40][N:39]([C:42]([O:44][C:45]([CH3:47])([CH3:46])[CH3:48])=[O:43])[CH2:38][C@H:37]4[OH:49])=[O:34])[C:16]=3[N:17]=[CH:18][N:19]=2)[CH2:3][CH2:2]1. (4) Given the reactants [CH:1]([CH:4]1[NH:9][CH2:8][CH2:7][N:6]([C:10]2[N:15]=[N:14][C:13]([NH2:16])=[CH:12][CH:11]=2)[CH2:5]1)([CH3:3])[CH3:2].[N:17]([C:20]1[CH:29]=[CH:28][CH:27]=[C:26]2[C:21]=1[CH:22]=[CH:23][CH:24]=[N:25]2)=[C:18]=[S:19], predict the reaction product. The product is: [N:25]1[C:26]2[C:21](=[C:20]([NH:17][C:18]([N:9]3[CH2:8][CH2:7][N:6]([C:10]4[N:15]=[N:14][C:13]([NH2:16])=[CH:12][CH:11]=4)[CH2:5][CH:4]3[CH:1]([CH3:3])[CH3:2])=[S:19])[CH:29]=[CH:28][CH:27]=2)[CH:22]=[CH:23][CH:24]=1.